The task is: Predict which catalyst facilitates the given reaction.. This data is from Catalyst prediction with 721,799 reactions and 888 catalyst types from USPTO. (1) Reactant: [F:1][C:2]([F:19])([F:18])[C:3]1[CH:4]=[CH:5][C:6]2[C:10]([N:11]3[CH2:16][CH2:15][NH:14][CH2:13][CH2:12]3)=[CH:9][S:8][C:7]=2[CH:17]=1.[C:20]([O:24][C:25]([C:27]1([CH2:30][CH:31]=O)[CH2:29][CH2:28]1)=[O:26])([CH3:23])([CH3:22])[CH3:21].C(O[BH-](OC(=O)C)OC(=O)C)(=O)C.[Na+].[OH-].[Na+]. Product: [C:20]([O:24][C:25]([C:27]1([CH2:30][CH2:31][N:14]2[CH2:13][CH2:12][N:11]([C:10]3[C:6]4[CH:5]=[CH:4][C:3]([C:2]([F:18])([F:1])[F:19])=[CH:17][C:7]=4[S:8][CH:9]=3)[CH2:16][CH2:15]2)[CH2:29][CH2:28]1)=[O:26])([CH3:23])([CH3:22])[CH3:21]. The catalyst class is: 4. (2) Reactant: [CH3:1][O:2][C:3]1[CH:8]=[CH:7][C:6]([C:9]2[S:13][C:12]([C:14]([NH:16][C:17]3([C:22]([O:24]C)=[O:23])[CH2:21][CH2:20][CH2:19][CH2:18]3)=[O:15])=[C:11]([NH:26][C:27]([NH:29][C:30]3[C:35]([CH3:36])=[CH:34][C:33]([CH3:37])=[CH:32][C:31]=3[CH3:38])=[O:28])[CH:10]=2)=[CH:5][CH:4]=1.[OH-].[Li+]. Product: [CH3:1][O:2][C:3]1[CH:4]=[CH:5][C:6]([C:9]2[S:13][C:12]([C:14]([NH:16][C:17]3([C:22]([OH:24])=[O:23])[CH2:21][CH2:20][CH2:19][CH2:18]3)=[O:15])=[C:11]([NH:26][C:27]([NH:29][C:30]3[C:35]([CH3:36])=[CH:34][C:33]([CH3:37])=[CH:32][C:31]=3[CH3:38])=[O:28])[CH:10]=2)=[CH:7][CH:8]=1. The catalyst class is: 12. (3) Reactant: Br[C:2]1[CH:3]=[C:4]([NH:8][CH:9]([C:13]2[CH:18]=[CH:17][CH:16]=[CH:15][CH:14]=2)[C:10]([NH2:12])=[O:11])[CH:5]=[N:6][CH:7]=1.[Cl:19][C:20]1[CH:21]=[C:22](B2OC(C)(C)C(C)(C)O2)[CH:23]=[CH:24][C:25]=1[OH:26].C([O-])([O-])=O.[Na+].[Na+]. Product: [Cl:19][C:20]1[CH:21]=[C:22]([C:2]2[CH:3]=[C:4]([NH:8][CH:9]([C:13]3[CH:18]=[CH:17][CH:16]=[CH:15][CH:14]=3)[C:10]([NH2:12])=[O:11])[CH:5]=[N:6][CH:7]=2)[CH:23]=[CH:24][C:25]=1[OH:26]. The catalyst class is: 600. (4) Reactant: C1(C)C=CC(S(O)(=O)=O)=CC=1.[C:12]1([CH3:69])[CH:17]=[CH:16][C:15]([S:18]([N:21]2[CH2:26][C@H:25]([CH2:27][O:28]C(C3C=CC=CC=3)(C3C=CC=CC=3)C3C=CC=CC=3)[C@@H:24]([C:48]3[CH:57]=[CH:56][C:51]([C:52]([O:54][CH3:55])=[O:53])=[CH:50][CH:49]=3)[C@H:23]([O:58][Si:59]([CH:66]([CH3:68])[CH3:67])([CH:63]([CH3:65])[CH3:64])[CH:60]([CH3:62])[CH3:61])[CH2:22]2)(=[O:20])=[O:19])=[CH:14][CH:13]=1. Product: [OH:28][CH2:27][C@@H:25]1[C@@H:24]([C:48]2[CH:49]=[CH:50][C:51]([C:52]([O:54][CH3:55])=[O:53])=[CH:56][CH:57]=2)[C@H:23]([O:58][Si:59]([CH:63]([CH3:64])[CH3:65])([CH:60]([CH3:61])[CH3:62])[CH:66]([CH3:68])[CH3:67])[CH2:22][N:21]([S:18]([C:15]2[CH:16]=[CH:17][C:12]([CH3:69])=[CH:13][CH:14]=2)(=[O:20])=[O:19])[CH2:26]1. The catalyst class is: 111.